Task: Regression/Classification. Given a drug SMILES string, predict its absorption, distribution, metabolism, or excretion properties. Task type varies by dataset: regression for continuous measurements (e.g., permeability, clearance, half-life) or binary classification for categorical outcomes (e.g., BBB penetration, CYP inhibition). Dataset: pampa_ncats.. Dataset: PAMPA (Parallel Artificial Membrane Permeability Assay) permeability data from NCATS (1) The molecule is C1C(C2=C(NC1=O)N=C(S2)N)C3=C(C(=CC=C3)F)F. The result is 0 (low-to-moderate permeability). (2) The result is 1 (high permeability). The molecule is CC1=C(NC(=C1C(=O)C)C)C(=O)NC2=CC(=C(C=C2)OC)S(=O)(=O)N3CCCCC3. (3) The molecule is CC1=C(C=C(C=C1)C(=O)NC2CCN(CC2)C3=CC(=O)N(N=C3)CC4CC4)C. The result is 1 (high permeability). (4) The compound is CC1=CC=C(C=C1)S(=O)(=O)NC2=C(C=CN=C2)C(=O)NC3=NC(=CS3)C4=CC(=CC=C4)Cl. The result is 1 (high permeability). (5) The drug is CN1C=C(N=C1)S(=O)(=O)NC2=C(C=CN=C2)C(=O)NC3=NC(=CS3)C4=CC=CC=C4. The result is 0 (low-to-moderate permeability). (6) The molecule is COC1=C(C(=CC(=C1)/C=C(\C#N)/C(=O)C2=CC(=C(C=C2)O)O)I)O. The result is 0 (low-to-moderate permeability). (7) The drug is CC1=C(SC2=NC(=NC(=C12)N3CCN(CC3)C4=CC=CC=N4)C)C(=O)NC5=C(C=C(C=C5)F)Cl. The result is 1 (high permeability). (8) The molecule is C1=CC=C(C=C1)CCC(=O)NC2=CC=C(C=C2)S(=O)(=O)NC3=NC=CS3. The result is 0 (low-to-moderate permeability). (9) The drug is C1=CC2=C(C=C1Cl)NC(=O)C3=CSC=C3N2. The result is 1 (high permeability). (10) The molecule is C1=CC(=CC=C1C2=COC3=C(C2=O)C=CC(=C3)O)O. The result is 0 (low-to-moderate permeability).